Task: Predict the reaction yield, written as a fraction of the theoretical maximum amount of product (1.0 means a 100% yield; for example, 0.34 means a 34% yield).. Dataset: Reaction yield outcomes from USPTO patents with 853,638 reactions (1) The reactants are [OH-].[Na+].[CH3:3][O:4][C:5]1[C:14]([O:15][CH3:16])=[C:13]2[C:8]([NH:9][CH2:10][C:11](=[O:17])[NH:12]2)=[CH:7][CH:6]=1.OO.C(O)(=O)C. The catalyst is O. The product is [CH3:3][O:4][C:5]1[C:14]([O:15][CH3:16])=[C:13]2[C:8]([N:9]=[CH:10][C:11](=[O:17])[NH:12]2)=[CH:7][CH:6]=1. The yield is 0.650. (2) The reactants are [CH3:1][C:2]1[CH:7]=[CH:6][N:5]=[CH:4][C:3]=1[N:8]1[CH2:12][CH2:11][NH:10][C:9]1=[O:13].Br[C:15]1[CH:16]=[C:17]2[C:22](=[CH:23][CH:24]=1)[N:21]=[C:20]([Cl:25])[CH:19]=[C:18]2[CH3:26].N[C@@H]1CCCC[C@H]1N.C(=O)([O-])[O-].[K+].[K+]. The catalyst is [Cu](I)I.O1CCOCC1. The product is [Cl:25][C:20]1[CH:19]=[C:18]([CH3:26])[C:17]2[C:22](=[CH:23][CH:24]=[C:15]([N:10]3[CH2:11][CH2:12][N:8]([C:3]4[CH:4]=[N:5][CH:6]=[CH:7][C:2]=4[CH3:1])[C:9]3=[O:13])[CH:16]=2)[N:21]=1. The yield is 0.465.